This data is from Full USPTO retrosynthesis dataset with 1.9M reactions from patents (1976-2016). The task is: Predict the reactants needed to synthesize the given product. (1) Given the product [Cl:1][C:2]1[CH:7]=[C:6]([S:8][CH:9]2[CH2:13][CH2:12][CH2:11][CH2:10]2)[N:5]=[C:4]2[CH2:15][CH2:16][CH2:17][C:3]=12, predict the reactants needed to synthesize it. The reactants are: [Cl:1][C:2]1[CH:7]=[C:6]([S:8][CH:9]2[CH2:13][CH2:12][CH2:11][CH2:10]2)[N+:5]([O-])=[C:4]2[CH2:15][CH2:16][CH2:17][C:3]=12. (2) Given the product [CH2:1]([N:3]([CH2:19][CH3:20])[CH2:4][CH2:5][N:6]1[CH2:11][CH2:10][C:9]2[NH:12][C:13]([CH:16]=[C:25]3[C:24]4[C:28](=[C:29]([NH:31][C:32](=[O:34])[CH3:33])[CH:30]=[C:22]([F:21])[CH:23]=4)[NH:27][C:26]3=[O:35])=[C:14]([CH3:15])[C:8]=2[C:7]1=[O:18])[CH3:2].[CH2:1]([N:3]([CH2:19][CH3:20])[CH2:4][CH2:5][N:6]1[CH2:11][CH2:10][C:9]2[NH:12][C:13]([CH:16]=[C:25]3[CH:24]4[C:28](=[C:29]([NH:31][C:32](=[O:34])[CH3:33])[CH:30]=[C:22]([F:21])[CH2:23]4)[NH:27][CH2:26]3)=[C:14]([CH3:15])[C:8]=2[C:7]1=[O:18])[CH3:2], predict the reactants needed to synthesize it. The reactants are: [CH2:1]([N:3]([CH2:19][CH3:20])[CH2:4][CH2:5][N:6]1[CH2:11][CH2:10][C:9]2[NH:12][C:13]([CH:16]=O)=[C:14]([CH3:15])[C:8]=2[C:7]1=[O:18])[CH3:2].[F:21][C:22]1[CH:23]=[C:24]2[C:28](=[C:29]([NH:31][C:32](=[O:34])[CH3:33])[CH:30]=1)[NH:27][C:26](=[O:35])[CH2:25]2.NC1C=C(F)C=C2C=1NC(=O)C2. (3) The reactants are: F[C:2]1[CH:3]=[C:4]([CH:7]=[CH:8][CH:9]=1)[C:5]#[N:6].[CH2:10]([O:12][C:13]1[CH:14]=[C:15]([OH:19])[CH:16]=[CH:17][CH:18]=1)[CH3:11].C(=O)([O-])[O-].[Cs+].[Cs+].Cl. Given the product [CH2:10]([O:12][C:13]1[CH:14]=[C:15]([CH:16]=[CH:17][CH:18]=1)[O:19][C:2]1[CH:3]=[C:4]([CH:7]=[CH:8][CH:9]=1)[C:5]#[N:6])[CH3:11], predict the reactants needed to synthesize it. (4) Given the product [CH3:25][S:26]([O:1][CH2:2][CH:3]1[CH2:21][O:20][C:6]2([CH2:9][N:8]([C:10]([O:12][CH2:13][C:14]3[CH:15]=[CH:16][CH:17]=[CH:18][CH:19]=3)=[O:11])[CH2:7]2)[O:5][CH2:4]1)(=[O:28])=[O:27], predict the reactants needed to synthesize it. The reactants are: [OH:1][CH2:2][CH:3]1[CH2:21][O:20][C:6]2([CH2:9][N:8]([C:10]([O:12][CH2:13][C:14]3[CH:19]=[CH:18][CH:17]=[CH:16][CH:15]=3)=[O:11])[CH2:7]2)[O:5][CH2:4]1.C(Cl)Cl.[CH3:25][S:26](Cl)(=[O:28])=[O:27]. (5) Given the product [CH3:13][S:14]([NH:1][C:2]1[CH:3]=[C:4]([CH:10]=[CH:11][N:12]=1)[C:5]([O:7][CH2:8][CH3:9])=[O:6])(=[O:16])=[O:15], predict the reactants needed to synthesize it. The reactants are: [NH2:1][C:2]1[CH:3]=[C:4]([CH:10]=[CH:11][N:12]=1)[C:5]([O:7][CH2:8][CH3:9])=[O:6].[CH3:13][S:14](Cl)(=[O:16])=[O:15].